From a dataset of Full USPTO retrosynthesis dataset with 1.9M reactions from patents (1976-2016). Predict the reactants needed to synthesize the given product. (1) Given the product [Br:1][C:2]1[C:3]([O:13][CH:14]=[CH2:15])=[CH:4][C:5]([C:6]([O:8][CH3:9])=[O:7])=[CH:10][C:11]=1[O:12][CH:26]=[CH2:27], predict the reactants needed to synthesize it. The reactants are: [Br:1][C:2]1[C:11]([OH:12])=[CH:10][C:5]([C:6]([O:8][CH3:9])=[O:7])=[CH:4][C:3]=1[OH:13].[C:14](OC=C)(=O)[CH3:15].C(=O)([O-])[O-].[Na+].[Na+].[C:26]1(C)C=CC=C[CH:27]=1. (2) Given the product [NH2:1][C:2]1[C:3]2[C:10]([CH3:11])=[CH:9][N:8]([C@@H:12]3[O:16][C@:15]([C:17]#[CH:18])([CH2:19][OH:20])[C@@H:14]([OH:21])[CH2:13]3)[C:4]=2[N:5]=[CH:6][N:7]=1, predict the reactants needed to synthesize it. The reactants are: [NH2:1][C:2]1[C:3]2[C:10]([CH3:11])=[CH:9][N:8]([C@@H:12]3[O:16][C@@:15]([CH2:19][OH:20])([C:17]#[CH:18])[C@@H:14]([O:21][Si](C(C)(C)C)(C)C)[CH2:13]3)[C:4]=2[N:5]=[CH:6][N:7]=1.O.C(=O)(O)[O-].[NH4+].C(#N)C. (3) Given the product [OH:22][C:18]1[CH:17]=[C:16]([C:12]2[N:11]=[C:10]([N:23]3[CH2:24][CH2:25][O:26][CH2:27][CH2:28]3)[N:9]=[C:8]3[C:13]=2[N:14]=[CH:15][N:7]3[CH2:6][C:5]2[CH:4]=[CH:3][C:2]([NH:1][C:62](=[O:63])[CH2:61][CH2:60][N:54]3[CH2:59][CH2:58][CH2:57][CH2:56][CH2:55]3)=[CH:30][CH:29]=2)[CH:21]=[CH:20][CH:19]=1, predict the reactants needed to synthesize it. The reactants are: [NH2:1][C:2]1[CH:30]=[CH:29][C:5]([CH2:6][N:7]2[CH:15]=[N:14][C:13]3[C:8]2=[N:9][C:10]([N:23]2[CH2:28][CH2:27][O:26][CH2:25][CH2:24]2)=[N:11][C:12]=3[C:16]2[CH:17]=[C:18]([OH:22])[CH:19]=[CH:20][CH:21]=2)=[CH:4][CH:3]=1.Cl.CN(C)CCCN=C=NCC.O.ON1C2C=CC=CC=2N=N1.[N:54]1([CH2:60][CH2:61][C:62](O)=[O:63])[CH2:59][CH2:58][CH2:57][CH2:56][CH2:55]1.C(N(CC)CCC)C. (4) Given the product [ClH:1].[ClH:1].[O:32]1[C:41]2[CH:40]=[C:39]([CH2:42][NH:3][CH:4]3[CH2:9][CH2:8][N:7]([CH2:10][C@H:11]4[N:21]5[C:22]6[N:13]([C:14](=[O:24])[CH:15]=[N:16][C:17]=6[CH:18]=[CH:19][C:20]5=[O:23])[CH2:12]4)[CH2:6][CH2:5]3)[N:38]=[CH:37][C:36]=2[O:35][CH2:34][CH2:33]1, predict the reactants needed to synthesize it. The reactants are: [ClH:1].Cl.[NH2:3][CH:4]1[CH2:9][CH2:8][N:7]([CH2:10][C@H:11]2[N:21]3[C:22]4[N:13]([C:14](=[O:24])[CH:15]=[N:16][C:17]=4[CH:18]=[CH:19][C:20]3=[O:23])[CH2:12]2)[CH2:6][CH2:5]1.C(N(CC)CC)C.[O:32]1[C:41]2[CH:40]=[C:39]([CH:42]=O)[N:38]=[CH:37][C:36]=2[O:35][CH2:34][CH2:33]1.C(O[BH-](OC(=O)C)OC(=O)C)(=O)C.[Na+].C([O-])(O)=O.[Na+]. (5) Given the product [CH3:34][CH:32]([CH3:33])[C:31]([NH:30][C:26]1[CH:27]=[CH:28][CH:29]=[C:24]([CH:21]2[CH2:22][CH2:23][N:18]([CH2:17][C:12]3[CH:13]=[CH:14][CH:15]=[C:16]4[C:11]=3[CH:10]=[CH:9][N:8]4[C:2]3[CH:7]=[CH:6][N:5]=[CH:4][CH:3]=3)[CH2:19][CH2:20]2)[CH:25]=1)=[O:35], predict the reactants needed to synthesize it. The reactants are: I[C:2]1[CH:7]=[CH:6][N:5]=[CH:4][CH:3]=1.[NH:8]1[C:16]2[C:11](=[C:12]([CH2:17][N:18]3[CH2:23][CH2:22][CH:21]([C:24]4[CH:25]=[C:26]([NH:30][C:31](=[O:35])[CH:32]([CH3:34])[CH3:33])[CH:27]=[CH:28][CH:29]=4)[CH2:20][CH2:19]3)[CH:13]=[CH:14][CH:15]=2)[CH:10]=[CH:9]1. (6) Given the product [Br:20][CH2:18][C:8]1[C:7](=[O:19])[N:6]([CH:1]2[CH2:2][CH2:3][CH2:4][CH2:5]2)[C:11]2[N:12]=[C:13]([S:16][CH3:17])[N:14]=[CH:15][C:10]=2[CH:9]=1, predict the reactants needed to synthesize it. The reactants are: [CH:1]1([N:6]2[C:11]3[N:12]=[C:13]([S:16][CH3:17])[N:14]=[CH:15][C:10]=3[CH:9]=[C:8]([CH3:18])[C:7]2=[O:19])[CH2:5][CH2:4][CH2:3][CH2:2]1.[Br:20]N1C(=O)CCC1=O.